The task is: Predict which catalyst facilitates the given reaction.. This data is from Catalyst prediction with 721,799 reactions and 888 catalyst types from USPTO. (1) Reactant: C([O:8][C:9]1[CH:10]=[C:11]([C:17]2[O:18][CH:19]=[C:20]([CH2:22][CH:23]([C:28]([C:30]3[CH:35]=[CH:34][CH:33]=[CH:32][C:31]=3[O:36][CH2:37][CH3:38])=[O:29])C(OC)=O)[N:21]=2)[CH:12]=[CH:13][C:14]=1[O:15][CH3:16])C1C=CC=CC=1.Br. Product: [CH2:37]([O:36][C:31]1[CH:32]=[CH:33][CH:34]=[CH:35][C:30]=1[C:28](=[O:29])[CH2:23][CH2:22][C:20]1[N:21]=[C:17]([C:11]2[CH:12]=[CH:13][C:14]([O:15][CH3:16])=[C:9]([OH:8])[CH:10]=2)[O:18][CH:19]=1)[CH3:38]. The catalyst class is: 8. (2) Reactant: CC1C=CC=C([N+]([O-])=O)C=1C(OC(C1C([N+]([O-])=O)=CC=CC=1C)=O)=O.[CH2:26]([O:33][C@H:34]([C@@H:50]([O:54][CH2:55][C:56]1[CH:61]=[CH:60][CH:59]=[CH:58][CH:57]=1)[C@@H:51]([OH:53])[CH3:52])[CH2:35][CH2:36][CH2:37][C@H:38]([NH:42][C:43]([O:45][C:46]([CH3:49])([CH3:48])[CH3:47])=[O:44])[C:39]([OH:41])=O)[C:27]1[CH:32]=[CH:31][CH:30]=[CH:29][CH:28]=1. Product: [CH2:26]([O:33][C@@H:34]1[C@@H:50]([O:54][CH2:55][C:56]2[CH:61]=[CH:60][CH:59]=[CH:58][CH:57]=2)[C@H:51]([CH3:52])[O:53][C:39](=[O:41])[C@@H:38]([NH:42][C:43](=[O:44])[O:45][C:46]([CH3:49])([CH3:47])[CH3:48])[CH2:37][CH2:36][CH2:35]1)[C:27]1[CH:32]=[CH:31][CH:30]=[CH:29][CH:28]=1. The catalyst class is: 79. (3) Reactant: [H-].[Na+].C[O:4][C:5](=[O:21])[C:6]1[CH:11]=[CH:10][CH:9]=[C:8]([F:12])[C:7]=1[NH:13][C:14]([O:16][C:17]([CH3:20])([CH3:19])[CH3:18])=[O:15].[CH2:22]([O:29][C:30](=[O:35])[NH:31][CH2:32][CH2:33]Br)[C:23]1[CH:28]=[CH:27][CH:26]=[CH:25][CH:24]=1.[I-].[Na+]. Product: [CH2:22]([O:29][C:30]([NH:31][CH2:32][CH2:33][N:13]([C:14]([O:16][C:17]([CH3:20])([CH3:19])[CH3:18])=[O:15])[C:7]1[C:8]([F:12])=[CH:9][CH:10]=[CH:11][C:6]=1[C:5]([OH:4])=[O:21])=[O:35])[C:23]1[CH:28]=[CH:27][CH:26]=[CH:25][CH:24]=1. The catalyst class is: 3. (4) Reactant: [CH:1]1([C:4]2[N:9]=[C:8]([C:10]3[CH:11]=[C:12]4[C:16](=[CH:17][CH:18]=3)[NH:15][N:14]=[C:13]4[I:19])[CH:7]=[N:6][CH:5]=2)[CH2:3][CH2:2]1.[O:20]1[CH:25]=[CH:24][CH2:23][CH2:22][CH2:21]1.O.C1(C)C=CC(S(O)(=O)=O)=CC=1. Product: [CH:1]1([C:4]2[N:9]=[C:8]([C:10]3[CH:11]=[C:12]4[C:16](=[CH:17][CH:18]=3)[N:15]([CH:21]3[CH2:22][CH2:23][CH2:24][CH2:25][O:20]3)[N:14]=[C:13]4[I:19])[CH:7]=[N:6][CH:5]=2)[CH2:3][CH2:2]1. The catalyst class is: 1. (5) Reactant: [Cl:1][C:2]1[CH:3]=[C:4]2[C:8](=[CH:9][CH:10]=1)[NH:7][CH:6]=[C:5]2/[C:11](=[CH:14]/[C:15]1[CH:16]=[N:17][CH:18]=[CH:19][C:20]=1[N:21]([CH3:23])[CH3:22])/[C:12]#[N:13].ClCCl.Cl.O. The catalyst class is: 8. Product: [ClH:1].[Cl:1][C:2]1[CH:3]=[C:4]2[C:8](=[CH:9][CH:10]=1)[NH:7][CH:6]=[C:5]2/[C:11](=[CH:14]/[C:15]1[CH:16]=[N:17][CH:18]=[CH:19][C:20]=1[N:21]([CH3:23])[CH3:22])/[C:12]#[N:13]. (6) Reactant: [OH:1][C:2]1([CH2:14][N:15]2[C:20](=[O:21])[C:19]3[CH:22]=[N:23][N:24]([C:25]4[CH:30]=[CH:29][CH:28]=[C:27]([OH:31])[CH:26]=4)[C:18]=3[N:17]=[CH:16]2)[CH2:7][CH2:6][N:5]([C:8]([C:10]2([CH3:13])[CH2:12][CH2:11]2)=[O:9])[CH2:4][CH2:3]1.CS(O[CH2:37][CH:38]1[CH2:41][C:40]([F:43])([F:42])[CH2:39]1)(=O)=O.C(=O)([O-])[O-].[K+].[K+]. Product: [F:42][C:40]1([F:43])[CH2:41][CH:38]([CH2:37][O:31][C:27]2[CH:26]=[C:25]([N:24]3[C:18]4[N:17]=[CH:16][N:15]([CH2:14][C:2]5([OH:1])[CH2:3][CH2:4][N:5]([C:8]([C:10]6([CH3:13])[CH2:11][CH2:12]6)=[O:9])[CH2:6][CH2:7]5)[C:20](=[O:21])[C:19]=4[CH:22]=[N:23]3)[CH:30]=[CH:29][CH:28]=2)[CH2:39]1. The catalyst class is: 9. (7) Reactant: [O:1]1[C:5]2[CH:6]=[CH:7][CH:8]=[CH:9][C:4]=2[N:3]=[C:2]1[C:10]1[CH:30]=[CH:29][C:13]2[N:14]([CH2:18][C:19]3[CH:24]=[CH:23][C:22]([C:25]([O:27]C)=[O:26])=[CH:21][CH:20]=3)[C:15]([CH3:17])=[N:16][C:12]=2[CH:11]=1.[OH-].[Na+].CO. Product: [O:1]1[C:5]2[CH:6]=[CH:7][CH:8]=[CH:9][C:4]=2[N:3]=[C:2]1[C:10]1[CH:30]=[CH:29][C:13]2[N:14]([CH2:18][C:19]3[CH:24]=[CH:23][C:22]([C:25]([OH:27])=[O:26])=[CH:21][CH:20]=3)[C:15]([CH3:17])=[N:16][C:12]=2[CH:11]=1. The catalyst class is: 22.